This data is from Full USPTO retrosynthesis dataset with 1.9M reactions from patents (1976-2016). The task is: Predict the reactants needed to synthesize the given product. (1) Given the product [Cl:12][C:13]1[C:14]([F:24])=[CH:15][C:16]([CH2:20][CH2:21][CH:22]2[NH:11][CH2:10][CH2:9][N:4]3[C:3]([CH2:1][CH3:2])=[N:7][C:6]([I:8])=[C:5]23)=[CH:17][C:18]=1[F:19], predict the reactants needed to synthesize it. The reactants are: [CH2:1]([C:3]1[N:4]([CH2:9][CH2:10][NH2:11])[CH:5]=[C:6]([I:8])[N:7]=1)[CH3:2].[Cl:12][C:13]1[C:18]([F:19])=[CH:17][C:16]([CH2:20][CH2:21][CH:22]=O)=[CH:15][C:14]=1[F:24]. (2) Given the product [CH3:36][C:20]1[CH:21]=[C:22]([NH:25][C:26]([NH:28][C:29]2[CH:34]=[CH:33][CH:32]=[CH:31][C:30]=2[CH3:35])=[O:27])[CH:23]=[CH:24][C:19]=1[NH:18][S:14]([C:10]1[CH:9]=[C:8]([C:5]2[CH:6]=[CH:7][C:2]([F:1])=[CH:3][CH:4]=2)[CH:13]=[CH:12][CH:11]=1)(=[O:16])=[O:15], predict the reactants needed to synthesize it. The reactants are: [F:1][C:2]1[CH:7]=[CH:6][C:5]([C:8]2[CH:13]=[CH:12][CH:11]=[C:10]([S:14](Cl)(=[O:16])=[O:15])[CH:9]=2)=[CH:4][CH:3]=1.[NH2:18][C:19]1[CH:24]=[CH:23][C:22]([NH:25][C:26]([NH:28][C:29]2[CH:34]=[CH:33][CH:32]=[CH:31][C:30]=2[CH3:35])=[O:27])=[CH:21][C:20]=1[CH3:36].